Predict the product of the given reaction. From a dataset of Forward reaction prediction with 1.9M reactions from USPTO patents (1976-2016). (1) Given the reactants C([O:4][C:5]1[CH:6]=[C:7]2[C:12](=[CH:13][CH:14]=1)[N:11]=[C:10]([C:15]1[CH:20]=[CH:19][CH:18]=[C:17]([NH2:21])[CH:16]=1)[N:9]=[C:8]2[NH:22][C:23]1[CH:24]=[C:25]2[C:29](=[CH:30][CH:31]=1)[N:28]([C:32]([O:34][C:35]([CH3:38])([CH3:37])[CH3:36])=[O:33])[N:27]=[CH:26]2)(=O)C.CCN(C(C)C)C(C)C.[C:48](Cl)(=[O:52])[CH2:49][CH2:50][CH3:51].CCOCC, predict the reaction product. The product is: [C:48]([NH:21][C:17]1[CH:16]=[C:15]([C:10]2[N:9]=[C:8]([NH:22][C:23]3[CH:24]=[C:25]4[C:29](=[CH:30][CH:31]=3)[N:28]([C:32]([O:34][C:35]([CH3:36])([CH3:38])[CH3:37])=[O:33])[N:27]=[CH:26]4)[C:7]3[C:12](=[CH:13][CH:14]=[C:5]([OH:4])[CH:6]=3)[N:11]=2)[CH:20]=[CH:19][CH:18]=1)(=[O:52])[CH2:49][CH2:50][CH3:51]. (2) Given the reactants [H-].[Na+].[C:3]([O:11][CH2:12][CH3:13])(=[O:10])[CH2:4][C:5]([O:7][CH2:8][CH3:9])=[O:6].Br[CH2:15][CH2:16][CH3:17].Cl, predict the reaction product. The product is: [CH2:15]([CH:4]([C:5]([O:7][CH2:8][CH3:9])=[O:6])[C:3]([O:11][CH2:12][CH3:13])=[O:10])[CH2:16][CH3:17].